The task is: Predict which catalyst facilitates the given reaction.. This data is from Catalyst prediction with 721,799 reactions and 888 catalyst types from USPTO. (1) Reactant: [CH:1]1([CH2:6][C@H:7]([CH2:11][C:12]([O:14][C:15]([CH3:18])([CH3:17])[CH3:16])=[O:13])[C:8]([OH:10])=O)[CH2:5][CH2:4][CH2:3][CH2:2]1.CN1CCOCC1.COC1N=C(OC)N=C([N+]2(C)CCOCC2)N=1.Cl.[NH:44]1[C@H:48]([C:49]([OH:51])=[O:50])[CH2:47][CH:46]=[N:45]1. Product: [CH:1]1([CH2:6][C@H:7]([CH2:11][C:12]([O:14][C:15]([CH3:18])([CH3:17])[CH3:16])=[O:13])[C:8]([N:44]2[C@H:48]([C:49]([OH:51])=[O:50])[CH2:47][CH:46]=[N:45]2)=[O:10])[CH2:2][CH2:3][CH2:4][CH2:5]1. The catalyst class is: 10. (2) Reactant: [CH3:1][N:2]([CH3:23])[CH:3]1[CH2:7][CH2:6][N:5]([C:8]2[N:13]=[CH:12][C:11]([N:14]3[CH:19]=[CH:18][C:17]([CH2:20][OH:21])=[CH:16][C:15]3=[O:22])=[CH:10][CH:9]=2)[CH2:4]1.C1C=CC(P(C2C=CC=CC=2)C2C=CC=CC=2)=CC=1.[Cl:43][C:44]1[CH:45]=[CH:46][C:47](=O)[NH:48][CH:49]=1.CC(OC(/N=N/C(OC(C)C)=O)=O)C. Product: [Cl:43][C:44]1[CH:45]=[CH:46][C:47]([O:21][CH2:20][C:17]2[CH:18]=[CH:19][N:14]([C:11]3[CH:12]=[N:13][C:8]([N:5]4[CH2:6][CH2:7][CH:3]([N:2]([CH3:23])[CH3:1])[CH2:4]4)=[CH:9][CH:10]=3)[C:15](=[O:22])[CH:16]=2)=[N:48][CH:49]=1. The catalyst class is: 1. (3) Reactant: [C:1]([C:5]1[CH:20]=[CH:19][CH:18]=[CH:17][C:6]=1[O:7][C:8]1[C:13]([N:14]=[C:15]=[O:16])=[CH:12][CH:11]=[CH:10][N:9]=1)([CH3:4])([CH3:3])[CH3:2].[NH:21]1[C:25]2[CH:26]=[CH:27][CH:28]=[CH:29][C:24]=2[N:23]=[C:22]1C(O)=O.F[P-](F)(F)(F)(F)F.N1(O[P+](N(C)C)(N(C)C)N(C)C)C2C=CC=CC=2N=N1. The catalyst class is: 3. Product: [C:1]([C:5]1[CH:20]=[CH:19][CH:18]=[CH:17][C:6]=1[O:7][C:8]1[C:13]([NH:14][C:15]([C:22]2[NH:23][C:24]3[CH:29]=[CH:28][CH:27]=[CH:26][C:25]=3[N:21]=2)=[O:16])=[CH:12][CH:11]=[CH:10][N:9]=1)([CH3:4])([CH3:2])[CH3:3]. (4) Reactant: [F:1][C:2]1[N:7]=[CH:6][C:5]([C:8]2[CH:13]=[CH:12][N:11]([CH3:14])[C:10](=[O:15])[CH:9]=2)=[CH:4][CH:3]=1. Product: [F:1][C:2]1[N:7]=[CH:6][C:5]([CH:8]2[CH2:13][CH2:12][N:11]([CH3:14])[C:10](=[O:15])[CH2:9]2)=[CH:4][CH:3]=1. The catalyst class is: 19.